Dataset: Full USPTO retrosynthesis dataset with 1.9M reactions from patents (1976-2016). Task: Predict the reactants needed to synthesize the given product. (1) Given the product [C:1]([O:5][C:6](=[O:19])[CH2:7][CH2:8][C:9]1[C:10]([CH3:18])=[CH:11][C:12]([C:16](=[NH:17])[NH:21][OH:22])=[CH:13][C:14]=1[CH3:15])([CH3:4])([CH3:3])[CH3:2], predict the reactants needed to synthesize it. The reactants are: [C:1]([O:5][C:6](=[O:19])[CH2:7][CH2:8][C:9]1[C:14]([CH3:15])=[CH:13][C:12]([C:16]#[N:17])=[CH:11][C:10]=1[CH3:18])([CH3:4])([CH3:3])[CH3:2].Cl.[NH2:21][OH:22].CCN(CC)CC. (2) Given the product [NH2:1][C:2]1[N:7]=[CH:6][N:5]=[C:4]2[N:8]([CH2:13][C:14]3[N:15]([C:26]4[CH:31]=[CH:30][CH:29]=[CH:28][C:27]=4[CH3:32])[C:16](=[O:25])[C:17]4[C:22]([CH:23]=3)=[CH:21][CH:20]=[CH:19][C:18]=4[CH3:24])[N:9]=[C:10]([CH2:11][F:39])[C:3]=12, predict the reactants needed to synthesize it. The reactants are: [NH2:1][C:2]1[N:7]=[CH:6][N:5]=[C:4]2[N:8]([CH2:13][C:14]3[N:15]([C:26]4[CH:31]=[CH:30][CH:29]=[CH:28][C:27]=4[CH3:32])[C:16](=[O:25])[C:17]4[C:22]([CH:23]=3)=[CH:21][CH:20]=[CH:19][C:18]=4[CH3:24])[N:9]=[C:10]([CH2:11]O)[C:3]=12.C(N(S(F)(F)[F:39])CC)C.